Dataset: Catalyst prediction with 721,799 reactions and 888 catalyst types from USPTO. Task: Predict which catalyst facilitates the given reaction. (1) Product: [CH2:29]([NH:1][CH:2]1[CH2:7][CH2:6][N:5]([S:8]([C:11]2[CH:16]=[CH:15][C:14]([NH:17][C:18](=[O:21])[CH:19]=[CH2:20])=[CH:13][CH:12]=2)(=[O:9])=[O:10])[CH2:4][CH2:3]1)[CH2:28][C:22]1[CH:27]=[CH:26][CH:25]=[CH:24][CH:23]=1. The catalyst class is: 26. Reactant: [NH2:1][CH:2]1[CH2:7][CH2:6][N:5]([S:8]([C:11]2[CH:16]=[CH:15][C:14]([NH:17][C:18](=[O:21])[CH:19]=[CH2:20])=[CH:13][CH:12]=2)(=[O:10])=[O:9])[CH2:4][CH2:3]1.[C:22]1([CH2:28][CH:29]=O)[CH:27]=[CH:26][CH:25]=[CH:24][CH:23]=1.C(N(CC)CC)C.C(O[BH-](OC(=O)C)OC(=O)C)(=O)C.[Na+]. (2) Reactant: [CH:1]1(/[CH:6]=[C:7](\[C:11]2[CH:16]=[CH:15][C:14]([S:17][CH3:18])=[CH:13][N:12]=2)/[C:8]([OH:10])=O)[CH2:5][CH2:4][CH2:3][CH2:2]1.CCN=C=NCCCN(C)C.C1C=CC2N(O)N=NC=2C=1.[S:40]1[CH:44]=[CH:43][N:42]=[C:41]1[NH2:45]. Product: [CH:1]1(/[CH:6]=[C:7](\[C:11]2[CH:16]=[CH:15][C:14]([S:17][CH3:18])=[CH:13][N:12]=2)/[C:8]([NH:45][C:41]2[S:40][CH:44]=[CH:43][N:42]=2)=[O:10])[CH2:2][CH2:3][CH2:4][CH2:5]1. The catalyst class is: 118. (3) Reactant: [CH3:1][O:2][C:3]1[CH:4]=[C:5]([CH:8]=[CH:9][C:10]=1[O:11][CH2:12][C:13]1[N:14]=[C:15]([N:18]2[CH2:23][CH2:22][CH2:21][CH2:20][CH2:19]2)[S:16][CH:17]=1)[CH:6]=[O:7].C(O)C.[BH4-].[Na+].O. Product: [CH3:1][O:2][C:3]1[CH:4]=[C:5]([CH2:6][OH:7])[CH:8]=[CH:9][C:10]=1[O:11][CH2:12][C:13]1[N:14]=[C:15]([N:18]2[CH2:19][CH2:20][CH2:21][CH2:22][CH2:23]2)[S:16][CH:17]=1. The catalyst class is: 7. (4) Reactant: Cl[C:2]1[C:11]2=[N:12][N:13](CC3C=CC(OC)=CC=3)[CH:14]=[C:10]2[C:9]2[CH:8]=[C:7]([O:24][CH3:25])[CH:6]=[CH:5][C:4]=2[N:3]=1.[NH:26]1[C:30]2[CH:31]=[CH:32][C:33]([NH2:35])=[CH:34][C:29]=2[N:28]=[N:27]1.Cl. Product: [NH:26]1[C:30]2[CH:31]=[CH:32][C:33]([NH:35][C:2]3[C:11]4=[N:12][NH:13][CH:14]=[C:10]4[C:9]4[CH:8]=[C:7]([O:24][CH3:25])[CH:6]=[CH:5][C:4]=4[N:3]=3)=[CH:34][C:29]=2[N:28]=[N:27]1. The catalyst class is: 71. (5) Reactant: [H-].[Na+].[Br:3][C:4]1[CH:5]=[C:6]2[C:11](=[CH:12][CH:13]=1)[N:10]=[CH:9][NH:8][C:7]2=[O:14].C(Cl)Cl.[OH2:18]. Product: [Br:3][C:4]1[CH:5]=[C:6]2[C:11](=[CH:12][CH:13]=1)[N:10]=[CH:9][N:8]([C:7](=[O:14])[CH2:6][CH2:5][OH:18])[C:7]2=[O:14]. The catalyst class is: 80. (6) Reactant: [Br:1][C:2]1[CH:3]=[C:4]([CH:8]=[C:9]([I:11])[CH:10]=1)[C:5]([OH:7])=O.[CH3:12][N:13]1[CH2:18][CH2:17][NH:16][CH2:15][CH2:14]1.CCN(C(C)C)C(C)C. Product: [Br:1][C:2]1[CH:3]=[C:4]([C:5]([N:16]2[CH2:17][CH2:18][N:13]([CH3:12])[CH2:14][CH2:15]2)=[O:7])[CH:8]=[C:9]([I:11])[CH:10]=1. The catalyst class is: 309. (7) Reactant: [CH2:1]([C:3]1[CH:32]=[CH:31][C:6]([C:7]([N:9]2[CH2:30][CH2:29][C:12]3([C:17]4=[CH:18][CH:19]=[CH:20][N:16]4[C:15]4[CH:21]=[CH:22][C:23]([C:25]([O:27]C)=[O:26])=[CH:24][C:14]=4[O:13]3)[CH2:11][CH2:10]2)=[O:8])=[CH:5][C:4]=1[O:33][CH3:34])[CH3:2].[Li+].[OH-]. Product: [CH2:1]([C:3]1[CH:32]=[CH:31][C:6]([C:7]([N:9]2[CH2:10][CH2:11][C:12]3([O:13][C:14]4[CH:24]=[C:23]([C:25]([OH:27])=[O:26])[CH:22]=[CH:21][C:15]=4[N:16]4[CH:20]=[CH:19][CH:18]=[C:17]34)[CH2:29][CH2:30]2)=[O:8])=[CH:5][C:4]=1[O:33][CH3:34])[CH3:2]. The catalyst class is: 155. (8) Reactant: Br[C:2]1[CH:9]=[C:6]([CH:7]=[O:8])[C:5]([OH:10])=[CH:4][CH:3]=1.[C:11]([Cu])#[N:12]. Product: [CH:7]([C:6]1[CH:9]=[C:2]([CH:3]=[CH:4][C:5]=1[OH:10])[C:11]#[N:12])=[O:8]. The catalyst class is: 31. (9) Product: [CH3:53][O:54][C:55]1[CH:56]=[CH:57][C:58]([C:61]2[CH:66]=[CH:65][CH:64]=[C:63]([NH:67][C:24]([C:19]3[C:20](=[O:23])[O:21][C:22]4[C:17]([CH:18]=3)=[CH:16][CH:15]=[CH:14][C:13]=4[O:12][C:11]([F:10])([F:28])[F:27])=[O:26])[CH:62]=2)=[CH:59][CH:60]=1. The catalyst class is: 3. Reactant: CCN(C(C)C)C(C)C.[F:10][C:11]([F:28])([F:27])[O:12][C:13]1[CH:14]=[CH:15][CH:16]=[C:17]2[C:22]=1[O:21][C:20](=[O:23])[C:19]([C:24]([OH:26])=O)=[CH:18]2.CN(C(ON1N=NC2C=CC=NC1=2)=[N+](C)C)C.F[P-](F)(F)(F)(F)F.[CH3:53][O:54][C:55]1[CH:60]=[CH:59][C:58]([C:61]2[CH:66]=[CH:65][CH:64]=[C:63]([NH2:67])[CH:62]=2)=[CH:57][CH:56]=1.